This data is from Full USPTO retrosynthesis dataset with 1.9M reactions from patents (1976-2016). The task is: Predict the reactants needed to synthesize the given product. Given the product [N+:11]([C:7]1[CH:8]=[C:9]2[C:4]([CH2:3][CH2:2][C:1]2=[O:10])=[CH:5][CH:6]=1)([O-:13])=[O:12], predict the reactants needed to synthesize it. The reactants are: [C:1]1(=[O:10])[C:9]2[C:4](=[CH:5][CH:6]=[CH:7][CH:8]=2)[CH2:3][CH2:2]1.[N+:11]([O-])([O-:13])=[O:12].[K+].